Dataset: Reaction yield outcomes from USPTO patents with 853,638 reactions. Task: Predict the reaction yield, written as a fraction of the theoretical maximum amount of product (1.0 means a 100% yield; for example, 0.34 means a 34% yield). (1) The reactants are Cl.[Cl:2][C:3]1[C:4]([F:28])=[C:5]([CH:25]=[CH:26][CH:27]=1)[NH:6][C:7]1[C:16]2[C:11](=[CH:12][C:13]([O:23][CH3:24])=[C:14]([O:17][C@H:18]3[CH2:22][CH2:21][NH:20][CH2:19]3)[CH:15]=2)[N:10]=[CH:9][N:8]=1.[CH3:29][S:30](Cl)(=[O:32])=[O:31]. No catalyst specified. The product is [Cl:2][C:3]1[C:4]([F:28])=[C:5]([CH:25]=[CH:26][CH:27]=1)[NH:6][C:7]1[C:16]2[C:11](=[CH:12][C:13]([O:23][CH3:24])=[C:14]([O:17][C@H:18]3[CH2:22][CH2:21][N:20]([S:30]([CH3:29])(=[O:32])=[O:31])[CH2:19]3)[CH:15]=2)[N:10]=[CH:9][N:8]=1. The yield is 0.430. (2) The reactants are [N:1]([C:4]1[CH:9]=[CH:8][C:7]([N+:10]([O-:12])=[O:11])=[CH:6][CH:5]=1)=[N+:2]=[N-:3].O=[C:14]([CH2:21][CH2:22][CH3:23])[CH2:15][C:16]([O:18]CC)=[O:17].C[O-].[Na+].[OH-].[Na+]. The catalyst is CO. The product is [N+:10]([C:7]1[CH:8]=[CH:9][C:4]([N:1]2[C:14]([CH2:21][CH2:22][CH3:23])=[C:15]([C:16]([OH:18])=[O:17])[N:3]=[N:2]2)=[CH:5][CH:6]=1)([O-:12])=[O:11]. The yield is 0.490. (3) The reactants are [CH3:1][O:2][C:3]([C:5]1[CH:14]=[C:13](OS(C(F)(F)F)(=O)=O)[C:12]2[C:7](=[C:8]([N+:23]([O-])=O)[CH:9]=[CH:10][CH:11]=2)[N:6]=1)=[O:4].[C:26]1(C#C)[CH:31]=[CH:30][CH:29]=[CH:28][CH:27]=1.C#CCCCC. No catalyst specified. The yield is 0.450. The product is [CH3:1][O:2][C:3]([C:5]1[CH:14]=[C:13]([C:31]#[C:26][CH2:27][CH2:28][CH2:29][CH3:30])[C:12]2[C:7](=[C:8]([NH2:23])[CH:9]=[CH:10][CH:11]=2)[N:6]=1)=[O:4]. (4) The reactants are Cl[C:2]1[CH:7]=[CH:6][N:5]=[C:4]([NH2:8])[CH:3]=1.[CH3:9][O-:10].[Na+]. The catalyst is CS(C)=O. The product is [CH3:9][O:10][C:2]1[CH:7]=[CH:6][N:5]=[C:4]([NH2:8])[CH:3]=1. The yield is 0.160. (5) The reactants are Cl.[CH3:2][CH:3]([O:6][C:7](=[O:24])[C@H:8]([CH2:10][CH2:11][CH2:12][NH:13][C:14]([O:16][CH2:17][C:18]1[CH:23]=[CH:22][CH:21]=[CH:20][CH:19]=1)=[O:15])[NH2:9])[CH2:4][CH3:5].C([O-])(O)=O.[Na+].[C:30]1([CH3:40])[CH:35]=[CH:34][C:33]([S:36](Cl)(=[O:38])=[O:37])=[CH:32][CH:31]=1. The catalyst is CC(C)=O.CCOC(C)=O. The product is [CH3:2][CH:3]([O:6][C:7](=[O:24])[C@H:8]([CH2:10][CH2:11][CH2:12][NH:13][C:14]([O:16][CH2:17][C:18]1[CH:19]=[CH:20][CH:21]=[CH:22][CH:23]=1)=[O:15])[NH:9][S:36]([C:33]1[CH:34]=[CH:35][C:30]([CH3:40])=[CH:31][CH:32]=1)(=[O:38])=[O:37])[CH2:4][CH3:5]. The yield is 0.950. (6) The reactants are C(NC(C)C)(C)C.C([Li])CCC.[CH2:13]([SnH:17]([CH2:22][CH2:23][CH2:24][CH3:25])[CH2:18][CH2:19][CH2:20][CH3:21])[CH2:14][CH2:15][CH3:16].[CH3:26][O:27][CH2:28]Cl. The catalyst is O.O1CCCC1. The product is [CH2:22]([Sn:17]([CH2:13][CH2:14][CH2:15][CH3:16])([CH2:18][CH2:19][CH2:20][CH3:21])[CH2:26][O:27][CH3:28])[CH2:23][CH2:24][CH3:25]. The yield is 0.860. (7) The reactants are [NH2:1][C:2](=O)[CH2:3][C:4]1[C:5]([Cl:33])=[N:6][C:7]([CH2:13][C:14]2[CH:19]=[CH:18][C:17]([NH:20][C:21]([C:23]3[CH:32]=[CH:31][C:30]4[C:25](=[CH:26][CH:27]=[CH:28][CH:29]=4)[CH:24]=3)=[O:22])=[CH:16][CH:15]=2)=[N:8][C:9]=1[N:10]([CH3:12])[CH3:11].FC(F)(F)C(OC(=O)C(F)(F)F)=O. The catalyst is N1C=CC=CC=1. The product is [Cl:33][C:5]1[C:4]([CH2:3][C:2]#[N:1])=[C:9]([N:10]([CH3:12])[CH3:11])[N:8]=[C:7]([CH2:13][C:14]2[CH:19]=[CH:18][C:17]([NH:20][C:21]([C:23]3[CH:32]=[CH:31][C:30]4[C:25](=[CH:26][CH:27]=[CH:28][CH:29]=4)[CH:24]=3)=[O:22])=[CH:16][CH:15]=2)[N:6]=1. The yield is 1.00.